Dataset: Forward reaction prediction with 1.9M reactions from USPTO patents (1976-2016). Task: Predict the product of the given reaction. Given the reactants [I-:1].[I-].[I-].[CH2:4]([N:7]([C:11]1[CH:12]=[CH:13][C:14]2[C:23]([CH:24]=1)=[S+:22][C:21]1[C:16](=[CH:17][CH:18]=[CH:19][CH:20]=1)[N:15]=2)[CH2:8][CH2:9][CH3:10])[CH2:5][CH3:6].[CH2:25]([N:28](C1C=CC2C(C=1)=[S+]C1C(=CC=CC=1)N=2)[CH2:29]CC)CC.C(N(C1C=CC2C(C=1)=[S+]C1C(=CC=CC=1)N=2)CCC)CC.Cl.CNC, predict the reaction product. The product is: [I-:1].[CH3:25][N:28]([C:19]1[CH:18]=[CH:17][C:16]2[C:21]([CH:20]=1)=[S+:22][C:23]1[C:14](=[CH:13][CH:12]=[C:11]([N:7]([CH2:8][CH2:9][CH3:10])[CH2:4][CH2:5][CH3:6])[CH:24]=1)[N:15]=2)[CH3:29].